From a dataset of Full USPTO retrosynthesis dataset with 1.9M reactions from patents (1976-2016). Predict the reactants needed to synthesize the given product. (1) Given the product [CH3:32][N:30]([CH:10]([C:11]1[C:19]([O:20][CH3:21])=[CH:18][C:17]([CH3:22])=[C:16]2[C:12]=1[CH:13]=[CH:14][NH:15]2)[C:8]1[NH:7][C:6]2[CH:41]=[CH:42][C:3]([C:1]#[N:2])=[CH:4][C:5]=2[N:9]=1)[CH3:31], predict the reactants needed to synthesize it. The reactants are: [C:1]([C:3]1[CH:42]=[CH:41][C:6]2[N:7](COCC[Si](C)(C)C)[C:8]([CH:10]([N:30]([CH3:32])[CH3:31])[C:11]3[C:19]([O:20][CH3:21])=[CH:18][C:17]([CH3:22])=[C:16]4[C:12]=3[CH:13]=[CH:14][N:15]4C(OC(C)(C)C)=O)=[N:9][C:5]=2[CH:4]=1)#[N:2].C(C1C=CC2N=C(C(N(C)C)C3C(OC)=CC(C)=C4C=3C=CN4C(OC(C)(C)C)=O)N(COCC[Si](C)(C)C)C=2C=1)#N. (2) Given the product [CH3:5][C:6]1([CH3:23])[NH:7][C:14](=[O:52])[C:13]2[S:12][C:11]([N:7]3[C:6]4[CH:23]=[C:2]([C:32]5[CH:33]=[N:34][N:35]([CH2:37][CH2:38][N:39]6[CH2:40][CH2:41][O:42][CH2:43][CH2:44]6)[CH:36]=5)[CH:3]=[CH:4][C:5]=4[O:10][CH2:9][CH2:8]3)=[N:19][C:18]=2[CH2:17]1, predict the reactants needed to synthesize it. The reactants are: Br[C:2]1[CH:3]=[CH:4][C:5]2[O:10][CH2:9][CH2:8][N:7]([C:11]3[S:12][C:13]4[CH2:14]C(C)(C)N[C:17](=O)[C:18]=4[N:19]=3)[C:6]=2[CH:23]=1.CC1(C)C(C)(C)OB([C:32]2[CH:33]=[N:34][N:35]([CH2:37][CH2:38][N:39]3[CH2:44][CH2:43][O:42][CH2:41][CH2:40]3)[CH:36]=2)O1.C([O-])([O-])=O.[K+].[K+].[OH2:52]. (3) Given the product [Cl:32][C:33]1[CH:38]=[CH:37][C:36]([CH2:39][C:40]([N:9]([C:10]2[CH:11]=[CH:12][C:13]([CH3:16])=[CH:14][CH:15]=2)[N:8]=[C:7]([C:1]2[CH:2]=[CH:3][CH:4]=[CH:5][CH:6]=2)[C:17]2[CH:22]=[CH:21][CH:20]=[CH:19][CH:18]=2)=[O:41])=[CH:35][CH:34]=1, predict the reactants needed to synthesize it. The reactants are: [C:1]1([C:7]([C:17]2[CH:22]=[CH:21][CH:20]=[CH:19][CH:18]=2)=[N:8][NH:9][C:10]2[CH:15]=[CH:14][C:13]([CH3:16])=[CH:12][CH:11]=2)[CH:6]=[CH:5][CH:4]=[CH:3][CH:2]=1.C(N(C(C)C)CC)(C)C.[Cl:32][C:33]1[CH:38]=[CH:37][C:36]([CH2:39][C:40](Cl)=[O:41])=[CH:35][CH:34]=1. (4) Given the product [Cl:1][C:2]1[CH:3]=[CH:4][C:5]([C:8]2[CH:9]=[C:10]3[C:36](=[O:53])[C:23]([C:28]4[CH:33]=[CH:32][C:31]([F:34])=[C:30]([F:35])[CH:29]=4)([C:24]([O:26][CH3:27])=[O:25])[O:22][C:11]3=[N:12][C:13]=2[C:14]2[CH:19]=[CH:18][C:17]([Cl:20])=[CH:16][C:15]=2[Cl:21])=[CH:6][CH:7]=1, predict the reactants needed to synthesize it. The reactants are: [Cl:1][C:2]1[CH:7]=[CH:6][C:5]([C:8]2[CH:9]=[C:10]([C:36]#N)[C:11]([O:22][CH:23]([C:28]3[CH:33]=[CH:32][C:31]([F:34])=[C:30]([F:35])[CH:29]=3)[C:24]([O:26][CH3:27])=[O:25])=[N:12][C:13]=2[C:14]2[CH:19]=[CH:18][C:17]([Cl:20])=[CH:16][C:15]=2[Cl:21])=[CH:4][CH:3]=1.C[Si]([NH-])(C)C.C[Si]([NH-])(C)C.[Li+].[Li+].C1C[O:53]CC1. (5) Given the product [F:1][C:2]1[CH:7]=[CH:6][C:5]([CH2:8][C:9]2[CH:18]=[C:17]3[C:12]([C:13]([OH:34])=[C:14]([C:29]([NH:36][CH3:35])=[O:31])[C:15](=[O:28])[N:16]3[CH2:19][CH2:20][CH2:21][N:22]3[CH2:26][CH2:25][CH2:24][C:23]3=[O:27])=[N:11][CH:10]=2)=[CH:4][CH:3]=1, predict the reactants needed to synthesize it. The reactants are: [F:1][C:2]1[CH:7]=[CH:6][C:5]([CH2:8][C:9]2[CH:18]=[C:17]3[C:12]([C:13]([OH:34])=[C:14]([C:29]([O:31]CC)=O)[C:15](=[O:28])[N:16]3[CH2:19][CH2:20][CH2:21][N:22]3[CH2:26][CH2:25][CH2:24][C:23]3=[O:27])=[N:11][CH:10]=2)=[CH:4][CH:3]=1.[CH3:35][NH2:36].